This data is from Catalyst prediction with 721,799 reactions and 888 catalyst types from USPTO. The task is: Predict which catalyst facilitates the given reaction. (1) Reactant: [I:1][C:2]1[CH:3]=[C:4]([CH:7]=[CH:8][CH:9]=1)[CH2:5]Br.[C:10]([O:14][C:15]([NH:17][CH:18]([C:24]([O:26][CH2:27][CH3:28])=[O:25])[C:19]([O:21][CH2:22][CH3:23])=[O:20])=[O:16])([CH3:13])([CH3:12])[CH3:11].[H-].[Na+].O. Product: [C:10]([O:14][C:15]([NH:17][C:18]([CH2:5][C:4]1[CH:7]=[CH:8][CH:9]=[C:2]([I:1])[CH:3]=1)([C:19]([O:21][CH2:22][CH3:23])=[O:20])[C:24]([O:26][CH2:27][CH3:28])=[O:25])=[O:16])([CH3:13])([CH3:11])[CH3:12]. The catalyst class is: 3. (2) Reactant: [Cl:1][C:2]1[C:3]([O:10][C:11]2[CH:16]=[CH:15][N:14]=[C:13](Cl)[CH:12]=2)=[CH:4][C:5]([F:9])=[C:6]([NH2:8])[CH:7]=1.[CH3:18][N:19]1[CH:23]=[CH:22][C:21](B2OC(C)(C)C(C)(C)O2)=[N:20]1.C(=O)([O-])[O-].[Cs+].[Cs+].O. Product: [Cl:1][C:2]1[C:3]([O:10][C:11]2[CH:16]=[CH:15][N:14]=[C:13]([C:22]3[CH:21]=[N:20][N:19]([CH3:18])[CH:23]=3)[CH:12]=2)=[CH:4][C:5]([F:9])=[C:6]([NH2:8])[CH:7]=1. The catalyst class is: 3. (3) Reactant: [Cl-].[Cl-].[Cl-].[Al+3].[S:5]1[CH:9]=[CH:8][CH:7]=[C:6]1[CH2:10][C:11]([O:13][CH3:14])=[O:12].Cl[CH:16](Cl)[O:17]C.Cl. Product: [CH:16]([C:9]1[S:5][C:6]([CH2:10][C:11]([O:13][CH3:14])=[O:12])=[CH:7][CH:8]=1)=[O:17]. The catalyst class is: 46. (4) Reactant: Cl.[CH2:2]1[C:11]2[CH:10]=[CH:9][CH:8]=[C:7]([OH:12])[C:6]=2[CH2:5][CH2:4][NH:3]1.[C:13](O[C:13]([O:15][C:16]([CH3:19])([CH3:18])[CH3:17])=[O:14])([O:15][C:16]([CH3:19])([CH3:18])[CH3:17])=[O:14].[OH-].[Na+]. Product: [OH:12][C:7]1[CH:8]=[CH:9][CH:10]=[C:11]2[C:6]=1[CH2:5][CH2:4][N:3]([C:13]([O:15][C:16]([CH3:19])([CH3:18])[CH3:17])=[O:14])[CH2:2]2. The catalyst class is: 12. (5) Reactant: [CH3:1][O:2][C:3]1[CH:11]=[CH:10][C:6]([C:7](O)=[O:8])=[CH:5][C:4]=1[O:12][CH2:13][CH2:14][CH2:15][O:16][CH3:17].[H-].[H-].[H-].[H-].[Li+].[Al+3].O.[OH-].[Na+]. Product: [CH3:1][O:2][C:3]1[CH:11]=[CH:10][C:6]([CH2:7][OH:8])=[CH:5][C:4]=1[O:12][CH2:13][CH2:14][CH2:15][O:16][CH3:17]. The catalyst class is: 1.